Dataset: Full USPTO retrosynthesis dataset with 1.9M reactions from patents (1976-2016). Task: Predict the reactants needed to synthesize the given product. (1) Given the product [NH2:1][C:2]1[C:3]([C:26]([OH:27])=[O:29])=[N:4][C:5]([C:16]2[CH:21]=[CH:20][C:19](=[O:22])[N:18]([CH:23]([CH3:25])[CH3:24])[CH:17]=2)=[C:6]([C:8]2[CH:13]=[CH:12][C:11]([O:14][CH3:15])=[CH:10][CH:9]=2)[N:7]=1, predict the reactants needed to synthesize it. The reactants are: [NH2:1][C:2]1[C:3]([C:26](N)=[O:27])=[N:4][C:5]([C:16]2[CH:21]=[CH:20][C:19](=[O:22])[N:18]([CH:23]([CH3:25])[CH3:24])[CH:17]=2)=[C:6]([C:8]2[CH:13]=[CH:12][C:11]([O:14][CH3:15])=[CH:10][CH:9]=2)[N:7]=1.[OH-:29].[Na+].Cl. (2) The reactants are: [CH3:1][N:2]1[C:6]([C:7]#[C:8][Si](C)(C)C)=[CH:5][N:4]=[C:3]1[C:13]([OH:16])([CH3:15])[CH3:14].CCCC[N+](CCCC)(CCCC)CCCC.[F-]. Given the product [C:7]([C:6]1[N:2]([CH3:1])[C:3]([C:13]([OH:16])([CH3:14])[CH3:15])=[N:4][CH:5]=1)#[CH:8], predict the reactants needed to synthesize it. (3) Given the product [CH2:1]([O:3][C:4]([C:6]1[CH:7]=[N:8][N:9]([C:12]2[CH:17]=[C:16]([CH3:18])[C:15]([C:23]([F:26])([F:25])[F:24])=[CH:14][N:13]=2)[C:10]=1[CH3:11])=[O:5])[CH3:2], predict the reactants needed to synthesize it. The reactants are: [CH2:1]([O:3][C:4]([C:6]1[CH:7]=[N:8][N:9]([C:12]2[CH:17]=[C:16]([CH3:18])[C:15](I)=[CH:14][N:13]=2)[C:10]=1[CH3:11])=[O:5])[CH3:2].C([Si](CC)(CC)[C:23]([F:26])([F:25])[F:24])C.[F-].[K+]. (4) Given the product [C:10]([C:4]1[CH:5]=[CH:6][C:7]([N:8]([CH3:9])[C:18](=[O:23])[C:19]([F:20])([F:21])[F:22])=[C:2]([Br:1])[CH:3]=1)(=[O:12])[CH3:11], predict the reactants needed to synthesize it. The reactants are: [Br:1][C:2]1[CH:3]=[C:4]([C:10](=[O:12])[CH3:11])[CH:5]=[CH:6][C:7]=1[NH:8][CH3:9].[F:20][C:19]([F:22])([F:21])[C:18](O[C:18](=[O:23])[C:19]([F:22])([F:21])[F:20])=[O:23].CCN(CC)CC.